This data is from Peptide-MHC class II binding affinity with 134,281 pairs from IEDB. The task is: Regression. Given a peptide amino acid sequence and an MHC pseudo amino acid sequence, predict their binding affinity value. This is MHC class II binding data. (1) The peptide sequence is LAKYKANWIEIMRIK. The MHC is HLA-DPA10201-DPB10101 with pseudo-sequence HLA-DPA10201-DPB10101. The binding affinity (normalized) is 0.557. (2) The peptide sequence is KGIQIIYTRNHEVKS. The MHC is DRB1_0701 with pseudo-sequence DRB1_0701. The binding affinity (normalized) is 0.633.